From a dataset of Reaction yield outcomes from USPTO patents with 853,638 reactions. Predict the reaction yield, written as a fraction of the theoretical maximum amount of product (1.0 means a 100% yield; for example, 0.34 means a 34% yield). (1) The yield is 0.760. The catalyst is C1COCC1. The product is [CH2:28]([O:27][C:26](=[O:30])[CH2:18][C:17]([C:14]1[CH:15]=[CH:16][C:11]([S:10][C:5]2[CH:6]=[CH:7][CH:8]=[CH:9][C:4]=2[CH:1]([CH3:3])[CH3:2])=[C:12]([C:20]([F:23])([F:21])[F:22])[CH:13]=1)=[O:19])[CH3:29]. The reactants are [CH:1]([C:4]1[CH:9]=[CH:8][CH:7]=[CH:6][C:5]=1[S:10][C:11]1[CH:16]=[CH:15][C:14]([C:17](=[O:19])[CH3:18])=[CH:13][C:12]=1[C:20]([F:23])([F:22])[F:21])([CH3:3])[CH3:2].[H-].[Na+].[C:26](=O)([O:30]CC)[O:27][CH2:28][CH3:29].Cl. (2) The reactants are [CH3:1][O:2][C:3]1[CH:8]=[CH:7][C:6](B(O)O)=[CH:5][N:4]=1.FC(F)(F)S(O[C:18]1[CH:27]=[CH:26][CH:25]=[C:24]2[C:19]=1[CH2:20][C@H:21]([N:28]([CH2:36][C:37]1[CH:42]=[CH:41][CH:40]=[CH:39][CH:38]=1)[CH2:29][C:30]1[CH:35]=[CH:34][CH:33]=[CH:32][CH:31]=1)[CH2:22][O:23]2)(=O)=O. No catalyst specified. The product is [CH2:36]([N:28]([CH2:29][C:30]1[CH:35]=[CH:34][CH:33]=[CH:32][CH:31]=1)[C@H:21]1[CH2:20][C:19]2[C:24](=[CH:25][CH:26]=[CH:27][C:18]=2[C:6]2[CH:5]=[N:4][C:3]([O:2][CH3:1])=[CH:8][CH:7]=2)[O:23][CH2:22]1)[C:37]1[CH:38]=[CH:39][CH:40]=[CH:41][CH:42]=1. The yield is 0.840. (3) The reactants are [C:1]([O:5][C:6]([CH3:9])([CH3:8])[CH3:7])(=[O:4])[CH:2]=[CH2:3].[CH:10]([Cl:13])(Cl)[Cl:11].[OH-].[Na+]. The catalyst is [Cl-].C[N+](C)(C)C.O. The product is [Cl:11][C:10]1([Cl:13])[CH2:3][CH:2]1[C:1]([O:5][C:6]([CH3:9])([CH3:8])[CH3:7])=[O:4]. The yield is 0.300. (4) The reactants are [C:1]([NH:5][S:6]([C:9]1[CH:10]=[N:11][C:12]([Cl:15])=[CH:13][CH:14]=1)(=[O:8])=[O:7])([CH3:4])([CH3:3])[CH3:2].CI.[C:18]([O-])([O-])=O.[K+].[K+]. The catalyst is CC(C)=O. The product is [C:1]([N:5]([CH3:18])[S:6]([C:9]1[CH:10]=[N:11][C:12]([Cl:15])=[CH:13][CH:14]=1)(=[O:7])=[O:8])([CH3:4])([CH3:2])[CH3:3]. The yield is 0.650. (5) The reactants are Br[C:2]1[C:3]([O:12][CH3:13])=[CH:4][C:5]([O:10][CH3:11])=[C:6]([CH:9]=1)[CH:7]=[O:8].[CH3:14][C:15]1[C:19](B(O)O)=[C:18]([CH3:23])[O:17][N:16]=1. No catalyst specified. The product is [CH3:14][C:15]1[C:19]([C:2]2[C:3]([O:12][CH3:13])=[CH:4][C:5]([O:10][CH3:11])=[C:6]([CH:9]=2)[CH:7]=[O:8])=[C:18]([CH3:23])[O:17][N:16]=1. The yield is 0.750. (6) The product is [CH3:15][Si:4]([CH3:3])([CH3:14])[O:5][CH2:6][CH2:7][CH2:8][C-:9]1[CH:13]=[CH:12][CH:11]=[CH:10]1.[K+:2]. The yield is 0.700. The catalyst is O1CCCC1. The reactants are [H-].[K+:2].[CH3:3][Si:4]([CH3:15])([CH3:14])[O:5][CH2:6][CH2:7][CH2:8][C:9]1[CH2:13][CH:12]=[CH:11][CH:10]=1. (7) The yield is 0.580. The reactants are [F:1][C:2]1[CH:7]=[CH:6][C:5]([O:8][CH3:9])=[CH:4][C:3]=1[C:10]1[CH:15]=[CH:14][C:13]([C:16]([O:18][CH3:19])=[O:17])=[CH:12][C:11]=1B1OC(C)(C)C(C)(C)O1.P([O-])([O-])([O-])=O.[K+].[K+].[K+].C1(P(C2CCCCC2)C2C=CC=CC=2C2C(OC)=CC=CC=2OC)CCCCC1.O.FC(F)(F)S(O[C:73]1[CH2:78][C:77]([CH3:80])([CH3:79])[CH2:76][C:75]([CH3:82])([CH3:81])[CH:74]=1)(=O)=O. The product is [F:1][C:2]1[CH:7]=[CH:6][C:5]([O:8][CH3:9])=[CH:4][C:3]=1[C:10]1[CH:15]=[CH:14][C:13]([C:16]([O:18][CH3:19])=[O:17])=[CH:12][C:11]=1[C:73]1[CH2:78][C:77]([CH3:80])([CH3:79])[CH2:76][C:75]([CH3:82])([CH3:81])[CH:74]=1. The catalyst is C([O-])(=O)C.[Pd+2].C([O-])(=O)C.C1COCC1. (8) The reactants are [CH3:1][C:2](=[CH:4][CH2:5][CH2:6][C@H:7]([CH3:13])CCCCC)[CH3:3].C[C:15]([CH3:17])=[O:16].[OH:18]S(O)(=O)=O.O=[Cr](=O)=O.O.[O-]S([O-])(=O)=O.[Na+].[Na+]. The catalyst is CC(C)=O.C(Cl)Cl.CCOCC. The product is [CH3:1][C@H:2]([CH2:4][CH2:5][CH2:6][CH2:7][CH3:13])[CH2:3][CH2:17][C:15]([OH:18])=[O:16]. The yield is 0.540. (9) The reactants are CO[C:3](=[O:8])[C:4]([O:6][CH3:7])=[O:5].C[O-].[Na+].[CH3:12][S:13][C:14]1[CH:19]=[CH:18][C:17]([C:20](=[O:22])[CH3:21])=[CH:16][CH:15]=1.Cl. The catalyst is C1(C)C=CC=CC=1.C(Cl)Cl.CCCCCC.CCOC(C)=O. The product is [OH:8]/[C:3](=[CH:21]\[C:20]([C:17]1[CH:18]=[CH:19][C:14]([S:13][CH3:12])=[CH:15][CH:16]=1)=[O:22])/[C:4]([O:6][CH3:7])=[O:5]. The yield is 0.790.